Dataset: Forward reaction prediction with 1.9M reactions from USPTO patents (1976-2016). Task: Predict the product of the given reaction. The product is: [Br:18][C:19]1[CH:26]=[CH:25][C:22]([CH:23]([C:2]2[CH:11]=[CH:10][CH:9]=[CH:8][C:3]=2[CH2:4][N:5]([CH3:7])[CH3:6])[OH:24])=[C:21]([N+:27]([O-:29])=[O:28])[CH:20]=1. Given the reactants Br[C:2]1[CH:11]=[CH:10][CH:9]=[CH:8][C:3]=1[CH2:4][N:5]([CH3:7])[CH3:6].[Li]CCCC.[Li].[Br:18][C:19]1[CH:26]=[CH:25][C:22]([CH:23]=[O:24])=[C:21]([N+:27]([O-:29])=[O:28])[CH:20]=1, predict the reaction product.